From a dataset of Reaction yield outcomes from USPTO patents with 853,638 reactions. Predict the reaction yield, written as a fraction of the theoretical maximum amount of product (1.0 means a 100% yield; for example, 0.34 means a 34% yield). (1) The reactants are [F:1][C:2]([F:10])([C:6]([F:9])([F:8])[F:7])[CH:3]([OH:5])[CH3:4].[H-].[Na+].Cl[C:14]1[CH:15]=[CH:16][C:17]([C:20]#[N:21])=[N:18][CH:19]=1.C([O-])([O-])=O.[Na+].[Na+]. The product is [F:1][C:2]([CH:3]([O:5][C:15]1[CH:14]=[CH:19][N:18]=[C:17]([C:20]#[N:21])[CH:16]=1)[CH3:4])([F:10])[C:6]([F:9])([F:8])[F:7]. The catalyst is CN(C)P(N(C)C)(N(C)C)=O. The yield is 0.660. (2) The reactants are [CH3:1][O:2][C:3]1[CH:8]=[C:7](Br)[C:6]([F:10])=[CH:5][C:4]=1[N+:11]([O-:13])=[O:12].O.[CH2:15](O)[CH2:16]C. The catalyst is C1C=CC(P(C2C=CC=CC=2)[C-]2C=CC=C2)=CC=1.C1C=CC(P(C2C=CC=CC=2)[C-]2C=CC=C2)=CC=1.Cl[Pd]Cl.[Fe+2]. The product is [CH3:1][O:2][C:3]1[CH:8]=[C:7]([CH:15]=[CH2:16])[C:6]([F:10])=[CH:5][C:4]=1[N+:11]([O-:13])=[O:12]. The yield is 0.860. (3) The reactants are [H-].[Na+].[OH:3][CH2:4][CH2:5][O:6][C:7]1[CH:14]=[CH:13][C:10]([CH:11]=[O:12])=[CH:9][CH:8]=1.[Br:15][C:16]1[CH:21]=[CH:20][CH:19]=[C:18](Br)[N:17]=1. The catalyst is CN(C=O)C.[I-].C([N+](CCCC)(CCCC)CCCC)CCC. The product is [Br:15][C:16]1[N:17]=[C:18]([O:3][CH2:4][CH2:5][O:6][C:7]2[CH:14]=[CH:13][C:10]([CH:11]=[O:12])=[CH:9][CH:8]=2)[CH:19]=[CH:20][CH:21]=1. The yield is 0.773. (4) The reactants are [CH2:1]1[CH2:6][C@H:5]([C:7]([OH:9])=[O:8])[CH2:4][CH2:3][C@H:2]1[CH2:10][NH2:11].Cl[Si](C)(C)C.CN1CCOCC1.Cl[CH2:25][CH2:26][O:27][C:28](Cl)=[O:29].[C:31]([OH:35])(=[O:34])[CH2:32][CH3:33]. The catalyst is ClCCl. The product is [C:31]([O:35][CH:26]([O:27][C:28]([NH:11][CH2:10][C@H:2]1[CH2:3][CH2:4][C@H:5]([C:7]([OH:9])=[O:8])[CH2:6][CH2:1]1)=[O:29])[CH3:25])(=[O:34])[CH2:32][CH3:33]. The yield is 0.0700. (5) The reactants are [Cl-].O[NH3+:3].[C:4](=[O:7])([O-])[OH:5].[Na+].CS(C)=O.[CH2:13]([C:17]1[N:18]=[C:19]([CH3:44])[N:20]([CH2:39][C:40]([CH3:43])([CH3:42])[CH3:41])[C:21](=[O:38])[C:22]=1[CH2:23][C:24]1[CH:29]=[CH:28][C:27]([C:30]2[C:31]([C:36]#[N:37])=[CH:32][CH:33]=[CH:34][CH:35]=2)=[CH:26][CH:25]=1)[CH2:14][CH2:15][CH3:16]. The catalyst is C(OCC)(=O)C. The product is [CH2:13]([C:17]1[N:18]=[C:19]([CH3:44])[N:20]([CH2:39][C:40]([CH3:43])([CH3:42])[CH3:41])[C:21](=[O:38])[C:22]=1[CH2:23][C:24]1[CH:29]=[CH:28][C:27]([C:30]2[CH:35]=[CH:34][CH:33]=[CH:32][C:31]=2[C:36]2[NH:3][C:4](=[O:7])[O:5][N:37]=2)=[CH:26][CH:25]=1)[CH2:14][CH2:15][CH3:16]. The yield is 0.310.